The task is: Predict the product of the given reaction.. This data is from Forward reaction prediction with 1.9M reactions from USPTO patents (1976-2016). (1) Given the reactants N1C=CC=CC=1.ClC(Cl)(O[C:11](=[O:17])OC(Cl)(Cl)Cl)Cl.[CH3:19][C@H:20]1[CH2:25][CH2:24][CH2:23][C@@H:22]([CH3:26])[NH:21]1.C[C@H]1CCC[C@@H](C)N1.C(Cl)(=O)N.CCN(C(C)C)C(C)C.[F:48][C:49]1[CH:50]=[CH:51][C:52]([NH:55][NH2:56])=[N:53][CH:54]=1, predict the reaction product. The product is: [F:48][C:49]1[CH:50]=[CH:51][C:52]([NH:55][NH:56][C:11]([N:21]2[C@H:22]([CH3:26])[CH2:23][CH2:24][CH2:25][C@@H:20]2[CH3:19])=[O:17])=[N:53][CH:54]=1. (2) Given the reactants [O:1]1CCCO[CH:2]1[C:7]1[C:12]([CH3:13])=[CH:11][C:10]([C:14]2[S:15][C:16]3[C:21]([N:22]=2)=[CH:20][CH:19]=[C:18]([C:23]2([C:26]4[CH:31]=[CH:30][CH:29]=[CH:28][CH:27]=4)[CH2:25][CH2:24]2)[N:17]=3)=[CH:9][C:8]=1[CH3:32].Cl.[OH-].[Na+].C(=O)(O)[O-].[Na+], predict the reaction product. The product is: [CH3:13][C:12]1[CH:11]=[C:10]([C:14]2[S:15][C:16]3[C:21]([N:22]=2)=[CH:20][CH:19]=[C:18]([C:23]2([C:26]4[CH:31]=[CH:30][CH:29]=[CH:28][CH:27]=4)[CH2:25][CH2:24]2)[N:17]=3)[CH:9]=[C:8]([CH3:32])[C:7]=1[CH:2]=[O:1].